Dataset: Catalyst prediction with 721,799 reactions and 888 catalyst types from USPTO. Task: Predict which catalyst facilitates the given reaction. Reactant: C([O:3][C:4]([CH:6]1[CH2:10][CH2:9][N:8]([C:11]([O:13][CH2:14][C:15]2[CH:20]=[CH:19][CH:18]=[CH:17][CH:16]=2)=[O:12])[CH2:7]1)=O)C.[BH4-].[Na+].CO. Product: [CH2:14]([O:13][C:11]([N:8]1[CH2:9][CH2:10][CH:6]([CH2:4][OH:3])[CH2:7]1)=[O:12])[C:15]1[CH:20]=[CH:19][CH:18]=[CH:17][CH:16]=1. The catalyst class is: 7.